From a dataset of Catalyst prediction with 721,799 reactions and 888 catalyst types from USPTO. Predict which catalyst facilitates the given reaction. Reactant: Cl[C:2]1[C:7]([C:8]#[C:9][C:10]2[CH:11]=[N:12][C:13]([NH2:16])=[CH:14][CH:15]=2)=[C:6]([CH3:17])[N:5]=[CH:4][N:3]=1.[C:18]([O:22][C:23](=[O:32])[NH:24][CH2:25][CH:26]1[CH2:31][CH2:30][NH:29][CH2:28][CH2:27]1)([CH3:21])([CH3:20])[CH3:19].CCN(C(C)C)C(C)C. Product: [C:18]([O:22][C:23](=[O:32])[NH:24][CH2:25][CH:26]1[CH2:27][CH2:28][N:29]([C:2]2[C:7]([C:8]#[C:9][C:10]3[CH:11]=[N:12][C:13]([NH2:16])=[CH:14][CH:15]=3)=[C:6]([CH3:17])[N:5]=[CH:4][N:3]=2)[CH2:30][CH2:31]1)([CH3:21])([CH3:19])[CH3:20]. The catalyst class is: 10.